From a dataset of Catalyst prediction with 721,799 reactions and 888 catalyst types from USPTO. Predict which catalyst facilitates the given reaction. (1) Reactant: Br[C:2]1[CH:3]=[C:4]2[C:8](=[CH:9][C:10]=1[O:11][CH2:12][C:13]([CH3:15])=[CH2:14])[N:7]([CH3:16])[C:6]([CH2:17][O:18][Si:19]([C:22]([CH3:25])([CH3:24])[CH3:23])([CH3:21])[CH3:20])=[CH:5]2.[Li]CCCC.CN([CH:34]=[O:35])C. Product: [Si:19]([O:18][CH2:17][C:6]1[N:7]([CH3:16])[C:8]2[C:4]([CH:5]=1)=[CH:3][C:2]([CH:34]=[O:35])=[C:10]([O:11][CH2:12][C:13]([CH3:15])=[CH2:14])[CH:9]=2)([C:22]([CH3:25])([CH3:24])[CH3:23])([CH3:21])[CH3:20]. The catalyst class is: 1. (2) Reactant: [NH2:1][C:2]1[N:10]=[C:9]([O:11][CH2:12][CH2:13][CH2:14][CH3:15])[N:8]=[C:7]2[C:3]=1[NH:4][C:5](=[O:36])[N:6]2[CH2:16][CH2:17][CH2:18][CH2:19][N:20]([CH3:35])[S:21]([C:24]1[CH:25]=[C:26]([CH2:30][C:31]([O:33]C)=[O:32])[CH:27]=[CH:28][CH:29]=1)(=[O:23])=[O:22].[OH-].[Li+].[O:39]1[CH2:43][CH2:42][CH2:41][CH2:40]1. Product: [NH2:1][C:2]1[N:10]=[C:9]([O:11][CH2:12][CH2:13][CH2:14][CH3:15])[N:8]=[C:7]2[C:3]=1[NH:4][C:5](=[O:36])[N:6]2[CH2:16][CH2:17][CH2:18][CH2:19][N:20]([CH3:35])[S:21]([C:24]1[CH:25]=[C:26]([CH2:30][C:31]([OH:33])=[O:32])[CH:27]=[CH:28][CH:29]=1)(=[O:22])=[O:23].[CH2:40]([O:39][CH2:43][CH3:42])[CH3:41].[CH3:29][CH2:24][CH2:25][CH:26]([CH3:30])[CH3:27]. The catalyst class is: 6. (3) Reactant: [F:1][C:2]1([F:29])[CH2:7][CH2:6][CH:5]([CH2:8][C:9]2[N:13]3[C:14]([CH3:24])=[CH:15][C:16]([C:18](N(OC)C)=[O:19])=[CH:17][C:12]3=[N:11][C:10]=2[C:25]([F:28])([F:27])[F:26])[CH2:4][CH2:3]1.[H-].[Al+3].[Li+].[H-].[H-].[H-].O.[OH-].[Na+]. Product: [F:29][C:2]1([F:1])[CH2:3][CH2:4][CH:5]([CH2:8][C:9]2[N:13]3[C:14]([CH3:24])=[CH:15][C:16]([CH:18]=[O:19])=[CH:17][C:12]3=[N:11][C:10]=2[C:25]([F:26])([F:27])[F:28])[CH2:6][CH2:7]1. The catalyst class is: 1. (4) Reactant: [C:1]1([C:7]2[N:12]=[N:11][C:10]([N:13]3[CH2:20][CH:19]4[NH:21][CH:15]([CH2:16][CH2:17][CH2:18]4)[CH2:14]3)=[CH:9][CH:8]=2)[CH:6]=[CH:5][CH:4]=[CH:3][CH:2]=1.Br[CH2:23][CH3:24].C(N(CC)C(C)C)(C)C.[OH-].[Na+]. Product: [CH2:23]([N:21]1[CH:15]2[CH2:16][CH2:17][CH2:18][CH:19]1[CH2:20][N:13]([C:10]1[N:11]=[N:12][C:7]([C:1]3[CH:2]=[CH:3][CH:4]=[CH:5][CH:6]=3)=[CH:8][CH:9]=1)[CH2:14]2)[CH3:24]. The catalyst class is: 9. (5) Reactant: C(OC([NH:11][CH2:12][CH2:13][N:14]1[C:19]2[CH:20]=[C:21]([C:25]([N:27]([CH:41]([CH3:43])[CH3:42])[C@@H:28]3[CH2:33][CH2:32][CH2:31][N:30]([C:34]([O:36][C:37]([CH3:40])([CH3:39])[CH3:38])=[O:35])[CH2:29]3)=[O:26])[C:22]([CH3:24])=[CH:23][C:18]=2[O:17][C:16]([CH3:45])([CH3:44])[C:15]1=[O:46])=O)C1C=CC=CC=1. Product: [NH2:11][CH2:12][CH2:13][N:14]1[C:19]2[CH:20]=[C:21]([C:25]([N:27]([CH:41]([CH3:42])[CH3:43])[C@@H:28]3[CH2:33][CH2:32][CH2:31][N:30]([C:34]([O:36][C:37]([CH3:38])([CH3:40])[CH3:39])=[O:35])[CH2:29]3)=[O:26])[C:22]([CH3:24])=[CH:23][C:18]=2[O:17][C:16]([CH3:44])([CH3:45])[C:15]1=[O:46]. The catalyst class is: 352. (6) Reactant: [C:1]([NH:8][C:9]1[CH:14]=[CH:13][C:12]([OH:15])=[C:11]([F:16])[CH:10]=1)([O:3][C:4]([CH3:7])([CH3:6])[CH3:5])=[O:2].CC([O-])(C)C.[K+].Cl[C:24]1[CH:29]=[C:28]([C:30]([NH2:32])=[O:31])[N:27]=[C:26]([C:33]([NH2:35])=[O:34])[CH:25]=1.C([O-])([O-])=O.[K+].[K+]. Product: [C:30]([C:28]1[CH:29]=[C:24]([O:15][C:12]2[CH:13]=[CH:14][C:9]([NH:8][C:1](=[O:2])[O:3][C:4]([CH3:7])([CH3:6])[CH3:5])=[CH:10][C:11]=2[F:16])[CH:25]=[C:26]([C:33](=[O:34])[NH2:35])[N:27]=1)(=[O:31])[NH2:32]. The catalyst class is: 3.